This data is from Forward reaction prediction with 1.9M reactions from USPTO patents (1976-2016). The task is: Predict the product of the given reaction. (1) Given the reactants C(OC([N:8]1[CH2:13][CH2:12][CH:11]([CH2:14][CH2:15][O:16][CH2:17][C:18]2[CH:23]=[CH:22][C:21]([CH3:24])=[CH:20][CH:19]=2)[CH2:10][CH2:9]1)=O)(C)(C)C.Cl.CCOCC, predict the reaction product. The product is: [CH3:24][C:21]1[CH:20]=[CH:19][C:18]([CH2:17][O:16][CH2:15][CH2:14][CH:11]2[CH2:10][CH2:9][NH:8][CH2:13][CH2:12]2)=[CH:23][CH:22]=1. (2) Given the reactants [NH2:1][C@H:2]1[CH2:7][CH2:6][C@H:5]([OH:8])[CH2:4][CH2:3]1.[C:9]1(=O)[O:14][C:12](=[O:13])[C:11]2=[CH:15][CH:16]=[CH:17][CH:18]=[C:10]12.C(N(CCCC)CCCC)CCC, predict the reaction product. The product is: [OH:8][C@H:5]1[CH2:6][CH2:7][C@H:2]([N:1]2[C:12](=[O:13])[C:11]3[C:10](=[CH:18][CH:17]=[CH:16][CH:15]=3)[C:9]2=[O:14])[CH2:3][CH2:4]1.